The task is: Predict the product of the given reaction.. This data is from Forward reaction prediction with 1.9M reactions from USPTO patents (1976-2016). (1) The product is: [CH3:19][C:13]1[CH:12]=[CH:11][C:10]2[C:9]([NH2:8])=[N:18][CH:17]=[CH:16][C:15]=2[N:14]=1. Given the reactants C([NH:8][C:9]1[C:10]2[CH:11]=[CH:12][C:13]([CH3:19])=[N:14][C:15]=2[CH:16]=[CH:17][N:18]=1)C1C=CC=CC=1.[OH-].[Na+], predict the reaction product. (2) Given the reactants [CH3:1][O:2][CH2:3][C:4]([C:6]1[CH:11]=[CH:10][C:9]([N:12]2[CH:16]=[CH:15][CH:14]=[N:13]2)=[CH:8][CH:7]=1)=O.Cl.[NH2:18][OH:19].C(N(CC)CC)C.C(O)C, predict the reaction product. The product is: [OH:19][N:18]=[C:4]([C:6]1[CH:11]=[CH:10][C:9]([N:12]2[CH:16]=[CH:15][CH:14]=[N:13]2)=[CH:8][CH:7]=1)[CH2:3][O:2][CH3:1]. (3) The product is: [Cl:40][C:28]1[C:29]([NH:33][S:34]([CH2:37][CH2:38][CH3:39])(=[O:36])=[O:35])=[CH:30][CH:31]=[CH:32][C:27]=1[NH:26][C:17]([C:12]1[CH:13]=[CH:14][CH:15]=[C:16]2[C:11]=1[N:10]=[CH:9][N:8]=[C:7]2[NH:6][CH2:5][C:4]1[CH:20]=[CH:21][C:22]([O:24][CH3:25])=[CH:23][C:3]=1[O:2][CH3:1])=[O:19]. Given the reactants [CH3:1][O:2][C:3]1[CH:23]=[C:22]([O:24][CH3:25])[CH:21]=[CH:20][C:4]=1[CH2:5][NH:6][C:7]1[C:16]2[C:11](=[C:12]([C:17]([OH:19])=O)[CH:13]=[CH:14][CH:15]=2)[N:10]=[CH:9][N:8]=1.[NH2:26][C:27]1[C:28]([Cl:40])=[C:29]([NH:33][S:34]([CH2:37][CH2:38][CH3:39])(=[O:36])=[O:35])[CH:30]=[CH:31][CH:32]=1.CN(C(ON1N=NC2C=CC=NC1=2)=[N+](C)C)C.F[P-](F)(F)(F)(F)F.CCN(C(C)C)C(C)C, predict the reaction product. (4) Given the reactants C(OC([NH:8][CH:9]1[CH2:14][CH2:13][C:12](=[O:15])[NH:11][C:10]1=[O:16])=O)(C)(C)C.[C:17]([OH:23])([C:19]([F:22])([F:21])[F:20])=[O:18], predict the reaction product. The product is: [F:20][C:19]([F:22])([F:21])[C:17]([OH:23])=[O:18].[NH2:8][CH:9]1[CH2:14][CH2:13][C:12](=[O:15])[NH:11][C:10]1=[O:16].